This data is from Peptide-MHC class II binding affinity with 134,281 pairs from IEDB. The task is: Regression. Given a peptide amino acid sequence and an MHC pseudo amino acid sequence, predict their binding affinity value. This is MHC class II binding data. (1) The peptide sequence is QSGFIAAAVLLSVLG. The MHC is HLA-DQA10501-DQB10201 with pseudo-sequence HLA-DQA10501-DQB10201. The binding affinity (normalized) is 0.152. (2) The peptide sequence is GWDLNAASAYCSTWD. The MHC is HLA-DPA10301-DPB10402 with pseudo-sequence HLA-DPA10301-DPB10402. The binding affinity (normalized) is 0.120. (3) The MHC is DRB1_1101 with pseudo-sequence DRB1_1101. The peptide sequence is SGSIISFCGVNSDTVDWS. The binding affinity (normalized) is 0.186. (4) The peptide sequence is LTYQNKVVKVQRPTPKG. The MHC is DRB1_0802 with pseudo-sequence DRB1_0802. The binding affinity (normalized) is 0.342. (5) The peptide sequence is TALTGAMRVTKDTND. The MHC is HLA-DQA10501-DQB10302 with pseudo-sequence HLA-DQA10501-DQB10302. The binding affinity (normalized) is 0.340. (6) The peptide sequence is EWVAMTKGEGG. The MHC is DRB1_0301 with pseudo-sequence DRB1_0301. The binding affinity (normalized) is 0. (7) The MHC is HLA-DQA10501-DQB10301 with pseudo-sequence HLA-DQA10501-DQB10301. The binding affinity (normalized) is 0.936. The peptide sequence is TTSVIPAARLFKAFI. (8) The peptide sequence is GQEKYTDYLTVMDRY. The MHC is DRB1_0404 with pseudo-sequence DRB1_0404. The binding affinity (normalized) is 0.237.